The task is: Predict which catalyst facilitates the given reaction.. This data is from Catalyst prediction with 721,799 reactions and 888 catalyst types from USPTO. Reactant: [CH2:1]([N:8]1[C:14](=O)[CH:13]2[NH:16][CH:10]([CH2:11][CH2:12]2)[C:9]1=O)[C:2]1[CH:7]=[CH:6][CH:5]=[CH:4][CH:3]=1.[H-].[H-].[H-].[H-].[Li+].[Al+3]. Product: [CH2:1]([N:8]1[CH2:14][CH:13]2[NH:16][CH:10]([CH2:11][CH2:12]2)[CH2:9]1)[C:2]1[CH:3]=[CH:4][CH:5]=[CH:6][CH:7]=1. The catalyst class is: 28.